This data is from Reaction yield outcomes from USPTO patents with 853,638 reactions. The task is: Predict the reaction yield, written as a fraction of the theoretical maximum amount of product (1.0 means a 100% yield; for example, 0.34 means a 34% yield). (1) The reactants are Cl[C:2]1[CH:11]=[CH:10][C:5]([C:6]([O:8][CH3:9])=[O:7])=[CH:4][N:3]=1.[CH3:12][NH:13][CH3:14].CO. No catalyst specified. The product is [CH3:12][N:13]([CH3:14])[C:2]1[CH:11]=[CH:10][C:5]([C:6]([O:8][CH3:9])=[O:7])=[CH:4][N:3]=1. The yield is 0.980. (2) The reactants are C(S[C:5]1[C:10]([F:11])=[CH:9][N:8]([C:12]2[CH:16]=[CH:15][S:14][CH:13]=2)[C:7](=[O:17])[N:6]=1)C=C.[F:18][C:19]1[CH:24]=[CH:23][CH:22]=[CH:21][C:20]=1[CH2:25][NH2:26]. The catalyst is CO. The product is [F:11][C:10]1[C:5]([NH:26][CH2:25][C:20]2[CH:21]=[CH:22][CH:23]=[CH:24][C:19]=2[F:18])=[N:6][C:7](=[O:17])[N:8]([C:12]2[CH:16]=[CH:15][S:14][CH:13]=2)[CH:9]=1. The yield is 0.200.